Dataset: Reaction yield outcomes from USPTO patents with 853,638 reactions. Task: Predict the reaction yield, written as a fraction of the theoretical maximum amount of product (1.0 means a 100% yield; for example, 0.34 means a 34% yield). (1) The reactants are C([O:3][P:4]([CH:9]([C:36]#[N:37])[CH2:10][C:11]([CH2:34][CH3:35])=[CH:12][CH2:13][C:14]1[C:15]([O:27]CC[Si](C)(C)C)=[C:16]2[C:20](=[C:21]([CH3:25])[C:22]=1[O:23][CH3:24])[CH2:19][O:18][C:17]2=[O:26])(=[O:8])[O:5]CC)C. The catalyst is C(O)(C(F)(F)F)=O.C(Cl)Cl. The product is [C:36]([CH:9]([P:4](=[O:3])([OH:5])[OH:8])[CH2:10][C:11]([CH2:34][CH3:35])=[CH:12][CH2:13][C:14]1[C:15]([OH:27])=[C:16]2[C:20](=[C:21]([CH3:25])[C:22]=1[O:23][CH3:24])[CH2:19][O:18][C:17]2=[O:26])#[N:37]. The yield is 0.610. (2) The reactants are [NH2:1][C:2]1[CH:3]=[C:4]([C:8]2[O:9][C:10]3[C:11](=[C:13]([C:17]([NH2:19])=[O:18])[CH:14]=[CH:15][CH:16]=3)[N:12]=2)[CH:5]=[CH:6][CH:7]=1.N1C=CC=CC=1.[C:26](Cl)(=[O:28])[CH3:27]. The catalyst is ClCCl. The product is [C:26]([NH:1][C:2]1[CH:3]=[C:4]([C:8]2[O:9][C:10]3[C:11](=[C:13]([C:17]([NH2:19])=[O:18])[CH:14]=[CH:15][CH:16]=3)[N:12]=2)[CH:5]=[CH:6][CH:7]=1)(=[O:28])[CH3:27]. The yield is 0.380. (3) The catalyst is CCOCC.C(Cl)Cl. The reactants are CC1(C)[C@@H:6]([CH2:7][C:8]([OH:10])=[O:9])[C:5](=[O:11])OO1.[C:13]([O:19]C(Cl)=O)(=O)[CH2:14]C(C)C.[CH2:23](N(CC)CC)C.[CH2:30]([SH:32])[CH3:31]. The yield is 0.820. The product is [CH3:23][C:13]1([CH3:14])[O:19][C@H:7]([CH2:6][C:5](=[O:11])[S:32][CH2:30][CH3:31])[C:8](=[O:9])[O:10]1.